Dataset: Forward reaction prediction with 1.9M reactions from USPTO patents (1976-2016). Task: Predict the product of the given reaction. (1) Given the reactants [CH:1]1([C:4]2[C:13]([I:14])=[CH:12][C:7]([C:8]([O:10]C)=[O:9])=[C:6]([CH3:15])[CH:5]=2)[CH2:3][CH2:2]1.[OH-].[Na+], predict the reaction product. The product is: [CH:1]1([C:4]2[C:13]([I:14])=[CH:12][C:7]([C:8]([OH:10])=[O:9])=[C:6]([CH3:15])[CH:5]=2)[CH2:2][CH2:3]1. (2) Given the reactants C1C(=O)N([Br:8])C(=O)C1.Cl.[F:10][C:11]1[C:12]([NH2:17])=[N:13][CH:14]=[CH:15][CH:16]=1, predict the reaction product. The product is: [Br:8][C:15]1[CH:16]=[C:11]([F:10])[C:12]([NH2:17])=[N:13][CH:14]=1.